This data is from Forward reaction prediction with 1.9M reactions from USPTO patents (1976-2016). The task is: Predict the product of the given reaction. (1) Given the reactants [NH2:1][C:2]1[CH:3]=[CH:4][C:5]([O:27][CH3:28])=[C:6]([NH:8][C:9]2[N:14]=[C:13]3[N:15]([CH3:26])[C:16](=[O:25])[N:17]([C:19]4[CH:24]=[CH:23][CH:22]=[CH:21][CH:20]=4)[CH2:18][C:12]3=[CH:11][N:10]=2)[CH:7]=1.CCN(C(C)C)C(C)C.[CH3:38][N:39]([CH3:46])[CH2:40]/[CH:41]=[CH:42]/[C:43](Cl)=[O:44].C(O)(C(F)(F)F)=O, predict the reaction product. The product is: [CH3:38][N:39]([CH3:46])[CH2:40]/[CH:41]=[CH:42]/[C:43]([NH:1][C:2]1[CH:3]=[CH:4][C:5]([O:27][CH3:28])=[C:6]([NH:8][C:9]2[N:10]=[CH:11][C:12]3[CH2:18][N:17]([C:19]4[CH:24]=[CH:23][CH:22]=[CH:21][CH:20]=4)[C:16](=[O:25])[N:15]([CH3:26])[C:13]=3[N:14]=2)[CH:7]=1)=[O:44]. (2) Given the reactants [CH3:1][O:2][C:3]([C:5]1[CH:6]=[C:7]([CH:11]=[C:12]([C:14]2[O:15][CH:16]=[CH:17][N:18]=2)[CH:13]=1)[C:8](O)=O)=[O:4].[BH4-].[Li+].C[Si](C=[N+]=[N-])(C)C.CCCCCC.CS(Cl)(=O)=O.C(N(CC)CC)C.[CH3:46][NH:47][CH2:48][CH2:49][CH2:50][CH3:51], predict the reaction product. The product is: [CH2:48]([N:47]([CH2:8][C:7]1[CH:6]=[C:5]([CH:13]=[C:12]([C:14]2[O:15][CH:16]=[CH:17][N:18]=2)[CH:11]=1)[C:3]([O:2][CH3:1])=[O:4])[CH3:46])[CH2:49][CH2:50][CH3:51].